This data is from Forward reaction prediction with 1.9M reactions from USPTO patents (1976-2016). The task is: Predict the product of the given reaction. (1) The product is: [CH3:9][O:8][C:6]1[C:5]([N+:10]([O-:12])=[O:11])=[CH:4][C:3]([CH3:13])=[C:2]([N:24]2[CH2:23][CH2:22][CH:21]([N:18]3[CH2:17][CH2:16][N:15]([CH3:14])[CH2:20][CH2:19]3)[CH2:26][CH2:25]2)[CH:7]=1. Given the reactants F[C:2]1[CH:7]=[C:6]([O:8][CH3:9])[C:5]([N+:10]([O-:12])=[O:11])=[CH:4][C:3]=1[CH3:13].[CH3:14][N:15]1[CH2:20][CH2:19][N:18]([CH:21]2[CH2:26][CH2:25][NH:24][CH2:23][CH2:22]2)[CH2:17][CH2:16]1.C(=O)([O-])[O-].[K+].[K+].C(Cl)Cl, predict the reaction product. (2) Given the reactants [N+:1]([C:4]1[CH:12]=[C:11]2[C:7]([CH:8]=[N:9][NH:10]2)=[CH:6][CH:5]=1)([O-:3])=[O:2].C(=O)([O-])[O-].[K+].[K+].[O:19]=[C:20]1[N:24]([CH2:25][CH2:26]OS(C)(=O)=O)[CH2:23][CH2:22][O:21]1, predict the reaction product. The product is: [N+:1]([C:4]1[CH:12]=[C:11]2[C:7]([CH:8]=[N:9][N:10]2[CH2:26][CH2:25][N:24]2[CH2:23][CH2:22][O:21][C:20]2=[O:19])=[CH:6][CH:5]=1)([O-:3])=[O:2]. (3) Given the reactants Br[CH:2]1[CH2:19][CH2:18][C:5]2=[C:6]([C:13]([O:15][CH2:16][CH3:17])=[O:14])[S:7][C:8]([S:9][CH:10]([CH3:12])[CH3:11])=[C:4]2[C:3]1=[O:20].[N-:21]=[N+:22]=[N-:23].[Na+], predict the reaction product. The product is: [N:21]([CH:2]1[CH2:19][CH2:18][C:5]2=[C:6]([C:13]([O:15][CH2:16][CH3:17])=[O:14])[S:7][C:8]([S:9][CH:10]([CH3:12])[CH3:11])=[C:4]2[C:3]1=[O:20])=[N+:22]=[N-:23]. (4) Given the reactants C[O:2][C:3]1[N:8]=[CH:7][C:6]([NH:9][CH:10]=[C:11]([C:17](=[O:19])[CH3:18])[C:12]([O:14]CC)=O)=[CH:5][CH:4]=1.C[Si](Cl)(C)C.[I-].[Na+].S([O-])([O-])(=O)=S.[Na+].[Na+], predict the reaction product. The product is: [OH:14][C:12]1[C:7]2[C:6](=[CH:5][CH:4]=[C:3]([OH:2])[N:8]=2)[N:9]=[CH:10][C:11]=1[C:17](=[O:19])[CH3:18]. (5) Given the reactants [Cl:1][C:2]1[N:7]=[C:6](I)[C:5]([NH2:9])=[CH:4][CH:3]=1.CCN(CC)CC.[CH3:17][C:18]([CH3:22])([CH3:21])[C:19]#[CH:20].N#N, predict the reaction product. The product is: [Cl:1][C:2]1[N:7]=[C:6]([C:20]#[C:19][C:18]([CH3:22])([CH3:21])[CH3:17])[C:5]([NH2:9])=[CH:4][CH:3]=1. (6) Given the reactants [H-].[H-].[H-].[H-].[Li+].[Al+3].[CH:7]1([C:10]2[CH:15]=[CH:14][C:13]([CH:16]=[C:17]([N+:20]([O-])=O)[CH2:18][CH3:19])=[CH:12][C:11]=2[O:23][CH3:24])[CH2:9][CH2:8]1.O.[OH-].[Na+], predict the reaction product. The product is: [CH:7]1([C:10]2[CH:15]=[CH:14][C:13]([CH2:16][CH:17]([NH2:20])[CH2:18][CH3:19])=[CH:12][C:11]=2[O:23][CH3:24])[CH2:9][CH2:8]1.